Dataset: Forward reaction prediction with 1.9M reactions from USPTO patents (1976-2016). Task: Predict the product of the given reaction. (1) Given the reactants [S:1](Cl)([O:4][CH2:5][O:6][S:7](Cl)(=[O:9])=[O:8])(=[O:3])=[O:2].[NH+]1[CH:17]=[CH:16][CH:15]=[CH:14][CH:13]=1.[CH3:18][O:19][C:20]1[CH:25]=[CH:24][C:23](S([O-])(=O)=O)=[CH:22][CH:21]=1.[C:30](=O)(OC)[O:31][CH3:32], predict the reaction product. The product is: [CH3:18][O:19][C:20]1[CH:25]=[CH:24][C:23]([S:1]([O:4][CH2:5][O:6][S:7]([C:15]2[CH:16]=[CH:17][C:30]([O:31][CH3:32])=[CH:13][CH:14]=2)(=[O:9])=[O:8])(=[O:3])=[O:2])=[CH:22][CH:21]=1. (2) Given the reactants [CH2:1]([O:3][C:4]([C:6]1[CH:10]=[C:9]([C:11]([O:13][CH2:14]C)=[O:12])[NH:8][N:7]=1)=[O:5])C.[H-].[Na+].Br[CH2:19][C:20]1[CH:24]=[C:23]([C:25]2[S:26][C:27]([Cl:30])=[CH:28][CH:29]=2)[O:22][N:21]=1.O, predict the reaction product. The product is: [CH3:14][O:13][C:11]([C:9]1[CH:10]=[C:6]([C:4]([O:3][CH3:1])=[O:5])[N:7]([CH2:19][C:20]2[CH:24]=[C:23]([C:25]3[S:26][C:27]([Cl:30])=[CH:28][CH:29]=3)[O:22][N:21]=2)[N:8]=1)=[O:12]. (3) Given the reactants [C:1]([N:4]1[C:13]2[C:8](=[CH:9][C:10]([C:14]3[CH:24]=[CH:23][C:17]([C:18]([O:20]CC)=[O:19])=[CH:16][N:15]=3)=[CH:11][CH:12]=2)[C@H:7]([NH:25][C:26]2[CH:31]=[CH:30][CH:29]=[CH:28][N:27]=2)[CH2:6][C@@H:5]1[CH3:32])(=[O:3])[CH3:2].[OH-].[Li+].C(O)(=O)C, predict the reaction product. The product is: [C:1]([N:4]1[C:13]2[C:8](=[CH:9][C:10]([C:14]3[CH:24]=[CH:23][C:17]([C:18]([OH:20])=[O:19])=[CH:16][N:15]=3)=[CH:11][CH:12]=2)[C@H:7]([NH:25][C:26]2[CH:31]=[CH:30][CH:29]=[CH:28][N:27]=2)[CH2:6][C@@H:5]1[CH3:32])(=[O:3])[CH3:2]. (4) Given the reactants [F:1][C:2]1[C:7]([F:8])=[CH:6][CH:5]=[CH:4][C:3]=1[C:9]1[N:17]=[C:12]2[CH:13]=[N:14][NH:15][CH:16]=[C:11]2[N:10]=1.Br[CH2:19][C:20]1[CH:21]=[CH:22][C:23]([C:26]2[CH:31]=[CH:30][C:29]([C:32]3[CH:33]=[N:34][CH:35]=[CH:36][CH:37]=3)=[CH:28][C:27]=2[C:38]([F:41])([F:40])[F:39])=[N:24][CH:25]=1, predict the reaction product. The product is: [F:1][C:2]1[C:7]([F:8])=[CH:6][CH:5]=[CH:4][C:3]=1[C:9]1[N:17]=[C:12]2[CH:13]=[N:14][N:15]([CH2:19][C:20]3[CH:25]=[N:24][C:23]([C:26]4[CH:31]=[CH:30][C:29]([C:32]5[CH:33]=[N:34][CH:35]=[CH:36][CH:37]=5)=[CH:28][C:27]=4[C:38]([F:41])([F:39])[F:40])=[CH:22][CH:21]=3)[CH:16]=[C:11]2[N:10]=1. (5) Given the reactants [NH:1]1[CH:5]=[CH:4][N:3]=[C:2]1[CH:6]=[O:7].C(=O)([O-])[O-].[K+].[K+].[CH2:14]([O:16][C:17](=[O:24])[CH2:18][CH2:19][CH2:20][CH2:21][CH2:22]Br)[CH3:15], predict the reaction product. The product is: [CH2:14]([O:16][C:17]([CH2:18][CH2:19][CH2:20][CH2:21][CH2:22][N:1]1[CH:5]=[CH:4][N:3]=[C:2]1[CH:6]=[O:7])=[O:24])[CH3:15]. (6) Given the reactants C(OC([N:8]1[CH2:14][CH2:13][C:12]2[C:15]([S:20][C:21](=O)N(C)C)=[C:16]([Cl:19])[CH:17]=[CH:18][C:11]=2[CH2:10][CH2:9]1)=O)(C)(C)C.BrC[CH2:28][CH2:29][C:30]1[O:34][N:33]=[C:32]([C:35]([CH3:38])([CH3:37])[CH3:36])[N:31]=1, predict the reaction product. The product is: [ClH:19].[C:35]([C:32]1[N:31]=[C:30]([CH2:29][CH2:28][CH2:21][S:20][C:15]2[C:12]3[CH2:13][CH2:14][NH:8][CH2:9][CH2:10][C:11]=3[CH:18]=[CH:17][C:16]=2[Cl:19])[O:34][N:33]=1)([CH3:38])([CH3:37])[CH3:36].